Task: Predict the reaction yield, written as a fraction of the theoretical maximum amount of product (1.0 means a 100% yield; for example, 0.34 means a 34% yield).. Dataset: Reaction yield outcomes from USPTO patents with 853,638 reactions The reactants are [O:1]=[C:2]1[C:11]2[CH:10]=[CH:9][CH:8]=[C:7]3[NH:12][CH:13]([C:21]4[CH:28]=[CH:27][C:24]([CH:25]=O)=[CH:23][CH:22]=4)[CH:14]([C:15]4[CH:20]=[CH:19][CH:18]=[CH:17][CH:16]=4)[C:5]([C:6]=23)=[N:4][NH:3]1.[CH3:29][N:30]1[CH2:35][CH2:34][NH:33][CH2:32][CH2:31]1.C(O)(=O)C.C(O[BH-](OC(=O)C)OC(=O)C)(=O)C.[Na+]. The catalyst is CO. The product is [CH3:29][N:30]1[CH2:35][CH2:34][N:33]([CH2:25][C:24]2[CH:27]=[CH:28][C:21]([CH:13]3[NH:12][C:7]4[C:6]5[C:5](=[N:4][NH:3][C:2](=[O:1])[C:11]=5[CH:10]=[CH:9][CH:8]=4)[CH:14]3[C:15]3[CH:16]=[CH:17][CH:18]=[CH:19][CH:20]=3)=[CH:22][CH:23]=2)[CH2:32][CH2:31]1. The yield is 0.190.